This data is from NCI-60 drug combinations with 297,098 pairs across 59 cell lines. The task is: Regression. Given two drug SMILES strings and cell line genomic features, predict the synergy score measuring deviation from expected non-interaction effect. (1) Drug 1: C1CC(=O)NC(=O)C1N2C(=O)C3=CC=CC=C3C2=O. Drug 2: CC1CCCC2(C(O2)CC(NC(=O)CC(C(C(=O)C(C1O)C)(C)C)O)C(=CC3=CSC(=N3)C)C)C. Cell line: UACC-257. Synergy scores: CSS=23.4, Synergy_ZIP=-0.169, Synergy_Bliss=-0.276, Synergy_Loewe=-11.1, Synergy_HSA=0.877. (2) Drug 1: CC1=C2C(C(=O)C3(C(CC4C(C3C(C(C2(C)C)(CC1OC(=O)C(C(C5=CC=CC=C5)NC(=O)OC(C)(C)C)O)O)OC(=O)C6=CC=CC=C6)(CO4)OC(=O)C)O)C)O. Drug 2: C1=NNC2=C1C(=O)NC=N2. Cell line: NCI-H522. Synergy scores: CSS=32.1, Synergy_ZIP=1.45, Synergy_Bliss=0.570, Synergy_Loewe=-34.0, Synergy_HSA=0.480. (3) Drug 1: C1C(C(OC1N2C=C(C(=O)NC2=O)F)CO)O. Drug 2: CN1C(=O)N2C=NC(=C2N=N1)C(=O)N. Cell line: IGROV1. Synergy scores: CSS=26.2, Synergy_ZIP=-8.60, Synergy_Bliss=-2.19, Synergy_Loewe=-18.8, Synergy_HSA=1.14. (4) Drug 1: CC1=C(C=C(C=C1)NC2=NC=CC(=N2)N(C)C3=CC4=NN(C(=C4C=C3)C)C)S(=O)(=O)N.Cl. Drug 2: C1=CC=C(C=C1)NC(=O)CCCCCCC(=O)NO. Cell line: HCT-15. Synergy scores: CSS=9.27, Synergy_ZIP=0.128, Synergy_Bliss=7.86, Synergy_Loewe=2.51, Synergy_HSA=5.83. (5) Drug 1: COC1=CC(=CC(=C1O)OC)C2C3C(COC3=O)C(C4=CC5=C(C=C24)OCO5)OC6C(C(C7C(O6)COC(O7)C8=CC=CS8)O)O. Drug 2: CC12CCC3C(C1CCC2O)C(CC4=C3C=CC(=C4)O)CCCCCCCCCS(=O)CCCC(C(F)(F)F)(F)F. Cell line: HOP-62. Synergy scores: CSS=39.1, Synergy_ZIP=2.71, Synergy_Bliss=4.00, Synergy_Loewe=-17.6, Synergy_HSA=4.56. (6) Drug 1: C1CC(=O)NC(=O)C1N2CC3=C(C2=O)C=CC=C3N. Drug 2: CN(C(=O)NC(C=O)C(C(C(CO)O)O)O)N=O. Cell line: RXF 393. Synergy scores: CSS=-1.28, Synergy_ZIP=-0.956, Synergy_Bliss=-2.59, Synergy_Loewe=-3.17, Synergy_HSA=-2.84. (7) Drug 1: C1CC(=O)NC(=O)C1N2CC3=C(C2=O)C=CC=C3N. Drug 2: CCCCC(=O)OCC(=O)C1(CC(C2=C(C1)C(=C3C(=C2O)C(=O)C4=C(C3=O)C=CC=C4OC)O)OC5CC(C(C(O5)C)O)NC(=O)C(F)(F)F)O. Cell line: HCT116. Synergy scores: CSS=3.00, Synergy_ZIP=-3.79, Synergy_Bliss=-7.87, Synergy_Loewe=-4.72, Synergy_HSA=-4.98.